This data is from Forward reaction prediction with 1.9M reactions from USPTO patents (1976-2016). The task is: Predict the product of the given reaction. (1) Given the reactants [C:1]1([S:7]([N:10]2[CH2:17][CH2:16][CH2:15][C@H:11]2[C:12](O)=[O:13])(=[O:9])=[O:8])[CH:6]=[CH:5][CH:4]=[CH:3][CH:2]=1.C(Cl)(=O)C([Cl:21])=O.CN(C)C=O, predict the reaction product. The product is: [C:1]1([S:7]([N:10]2[CH2:17][CH2:16][CH2:15][CH:11]2[C:12]([Cl:21])=[O:13])(=[O:9])=[O:8])[CH:6]=[CH:5][CH:4]=[CH:3][CH:2]=1. (2) Given the reactants [O:1]=[S:2]1(=[O:21])[CH2:7][CH2:6][N:5]2[CH:8]3[CH2:13][CH2:12][C:11]([C:14]4[CH:19]=[CH:18][C:17]([OH:20])=[CH:16][CH:15]=4)([C:4]2=[N:3]1)[CH2:10][CH2:9]3.Br[CH2:23][C:24]([F:27])([F:26])[F:25].CS(C)=O.C(=O)([O-])[O-].[K+].[K+], predict the reaction product. The product is: [F:25][C:24]([F:27])([F:26])[CH2:23][O:20][C:17]1[CH:16]=[CH:15][C:14]([C:11]23[CH2:12][CH2:13][CH:8]([N:5]4[CH2:6][CH2:7][S:2](=[O:1])(=[O:21])[N:3]=[C:4]42)[CH2:9][CH2:10]3)=[CH:19][CH:18]=1. (3) Given the reactants C(OC(C(F)(F)F)=O)(C(F)(F)F)=O.[F:14][C:15]1[CH:20]=[C:19]([F:21])[CH:18]=[CH:17][C:16]=1[C:22]1[C:27]([F:28])=[CH:26][N:25]=[C:24]([NH:29][C:30]2[CH:31]=[C:32]([CH:40]=[C:41]([C:43]([F:46])([F:45])[F:44])[CH:42]=2)[CH2:33][S:34](=[N:37]C#N)([CH3:36])=[O:35])[N:23]=1.C(=O)([O-])[O-].[K+].[K+], predict the reaction product. The product is: [F:14][C:15]1[CH:20]=[C:19]([F:21])[CH:18]=[CH:17][C:16]=1[C:22]1[C:27]([F:28])=[CH:26][N:25]=[C:24]([NH:29][C:30]2[CH:42]=[C:41]([C:43]([F:46])([F:45])[F:44])[CH:40]=[C:32]([CH2:33][S:34]([CH3:36])(=[NH:37])=[O:35])[CH:31]=2)[N:23]=1. (4) Given the reactants [Br:1][C:2]1[CH:15]=[C:14]([F:16])[C:13]([F:17])=[CH:12][C:3]=1[CH2:4][O:5][CH2:6][CH2:7]CN(C)C.C(=O)([O-])[O-].[K+].[K+].O.N[C:26]1N=C(C(N2CC3C(=CC=CC=3)C2)=O)C2[C:28](=CC=C(B3OC(C)(C)C(C)(C)O3)C=2)[N:27]=1, predict the reaction product. The product is: [Br:1][C:2]1[CH:15]=[C:14]([F:16])[C:13]([F:17])=[CH:12][C:3]=1[CH2:4][O:5][CH2:6][CH2:7][N:27]([CH3:28])[CH3:26]. (5) Given the reactants [NH2:1][C:2]1[N:3]=[N:4][C:5]([Cl:8])=[CH:6][CH:7]=1.Cl[CH2:10][CH:11]=O.C(=O)(O)[O-].[Na+], predict the reaction product. The product is: [Cl:8][C:5]1[CH:6]=[CH:7][C:2]2[N:3]([CH:10]=[CH:11][N:1]=2)[N:4]=1.